Dataset: CYP2C19 inhibition data for predicting drug metabolism from PubChem BioAssay. Task: Regression/Classification. Given a drug SMILES string, predict its absorption, distribution, metabolism, or excretion properties. Task type varies by dataset: regression for continuous measurements (e.g., permeability, clearance, half-life) or binary classification for categorical outcomes (e.g., BBB penetration, CYP inhibition). Dataset: cyp2c19_veith. (1) The result is 0 (non-inhibitor). The compound is CNCCc1ccccn1.CS(=O)(=O)O. (2) The molecule is CC(C)(C)C1CCc2c(C(=O)N/N=C/c3cccs3)csc2C1. The result is 1 (inhibitor). (3) The drug is Cc1ccc(-c2nn(CC(C)(C)C)c3ncnc(N)c23)cc1. The result is 0 (non-inhibitor). (4) The compound is N#C/C(=C\c1ccc(N2CCCC2)c([N+](=O)[O-])c1)c1nc2ccccc2[nH]1. The result is 1 (inhibitor). (5) The compound is CS(=O)(=O)Nc1ccc(S(=O)(=O)N2CCOCC2)cc1. The result is 0 (non-inhibitor). (6) The drug is C=CC[C@@H]1C=C[C@H](O/N=C(\C)CCN2CCCc3nc(C)c(C)cc32)[C@H](CO)O1. The result is 0 (non-inhibitor). (7) The drug is CC(=O)NNC(=O)C(O)(c1ccccc1)c1ccccc1. The result is 0 (non-inhibitor).